This data is from HIV replication inhibition screening data with 41,000+ compounds from the AIDS Antiviral Screen. The task is: Binary Classification. Given a drug SMILES string, predict its activity (active/inactive) in a high-throughput screening assay against a specified biological target. (1) The compound is N#CNC1=NCCC(=O)N1CCc1c[nH]c2ccccc12. The result is 1 (active). (2) The molecule is N=c1[nH][nH]c2c(C(=O)Nc3ccc(Cl)cc3)c(N)nc(S)c12. The result is 0 (inactive). (3) The drug is O=C(c1cc(O)c(O)c(O)c1)c1ccc(O)c(O)c1O. The result is 0 (inactive). (4) The drug is COC(=O)c1ccccc1C#CCCCOS(C)(=O)=O. The result is 0 (inactive).